Task: Regression. Given two drug SMILES strings and cell line genomic features, predict the synergy score measuring deviation from expected non-interaction effect.. Dataset: NCI-60 drug combinations with 297,098 pairs across 59 cell lines (1) Drug 1: CCC1(CC2CC(C3=C(CCN(C2)C1)C4=CC=CC=C4N3)(C5=C(C=C6C(=C5)C78CCN9C7C(C=CC9)(C(C(C8N6C=O)(C(=O)OC)O)OC(=O)C)CC)OC)C(=O)OC)O.OS(=O)(=O)O. Drug 2: B(C(CC(C)C)NC(=O)C(CC1=CC=CC=C1)NC(=O)C2=NC=CN=C2)(O)O. Cell line: UO-31. Synergy scores: CSS=12.2, Synergy_ZIP=-1.03, Synergy_Bliss=-2.85, Synergy_Loewe=-25.9, Synergy_HSA=-3.01. (2) Drug 1: CC1=C2C(C(=O)C3(C(CC4C(C3C(C(C2(C)C)(CC1OC(=O)C(C(C5=CC=CC=C5)NC(=O)OC(C)(C)C)O)O)OC(=O)C6=CC=CC=C6)(CO4)OC(=O)C)OC)C)OC. Drug 2: CC(C1=C(C=CC(=C1Cl)F)Cl)OC2=C(N=CC(=C2)C3=CN(N=C3)C4CCNCC4)N. Cell line: KM12. Synergy scores: CSS=56.4, Synergy_ZIP=-2.46, Synergy_Bliss=-3.36, Synergy_Loewe=-4.36, Synergy_HSA=1.65. (3) Cell line: LOX IMVI. Drug 2: CC1=C(N=C(N=C1N)C(CC(=O)N)NCC(C(=O)N)N)C(=O)NC(C(C2=CN=CN2)OC3C(C(C(C(O3)CO)O)O)OC4C(C(C(C(O4)CO)O)OC(=O)N)O)C(=O)NC(C)C(C(C)C(=O)NC(C(C)O)C(=O)NCCC5=NC(=CS5)C6=NC(=CS6)C(=O)NCCC[S+](C)C)O. Synergy scores: CSS=14.0, Synergy_ZIP=-5.35, Synergy_Bliss=-0.430, Synergy_Loewe=-3.96, Synergy_HSA=0.812. Drug 1: C1=CC(=CC=C1CC(C(=O)O)N)N(CCCl)CCCl.Cl. (4) Drug 1: CC(C1=C(C=CC(=C1Cl)F)Cl)OC2=C(N=CC(=C2)C3=CN(N=C3)C4CCNCC4)N. Drug 2: CC1C(C(CC(O1)OC2CC(CC3=C2C(=C4C(=C3O)C(=O)C5=C(C4=O)C(=CC=C5)OC)O)(C(=O)CO)O)N)O.Cl. Cell line: PC-3. Synergy scores: CSS=39.8, Synergy_ZIP=-3.43, Synergy_Bliss=-3.59, Synergy_Loewe=-12.6, Synergy_HSA=-2.37. (5) Drug 1: CC1=C2C(C(=O)C3(C(CC4C(C3C(C(C2(C)C)(CC1OC(=O)C(C(C5=CC=CC=C5)NC(=O)C6=CC=CC=C6)O)O)OC(=O)C7=CC=CC=C7)(CO4)OC(=O)C)O)C)OC(=O)C. Drug 2: C1=NNC2=C1C(=O)NC=N2. Cell line: ACHN. Synergy scores: CSS=14.0, Synergy_ZIP=-5.07, Synergy_Bliss=-1.72, Synergy_Loewe=0.858, Synergy_HSA=0.413.